From a dataset of Forward reaction prediction with 1.9M reactions from USPTO patents (1976-2016). Predict the product of the given reaction. (1) Given the reactants [Cl:1][C:2]1[C:10]2[N:9]=[C:8]3[N:11]([C:16]4[CH:23]=[CH:22][C:21]([O:24][C:25]([F:28])([F:27])[F:26])=[CH:20][C:17]=4[CH:18]=O)[CH2:12][CH2:13][CH2:14][CH2:15][N:7]3[C:6]=2[C:5]([CH:29]([CH2:32][CH3:33])[CH2:30][CH3:31])=[CH:4][CH:3]=1.[CH3:34][NH:35][CH3:36].[BH4-].[Na+], predict the reaction product. The product is: [ClH:1].[Cl:1][C:2]1[C:10]2[N:9]=[C:8]3[N:11]([C:16]4[CH:23]=[CH:22][C:21]([O:24][C:25]([F:28])([F:27])[F:26])=[CH:20][C:17]=4[CH2:18][N:35]([CH3:36])[CH3:34])[CH2:12][CH2:13][CH2:14][CH2:15][N:7]3[C:6]=2[C:5]([CH:29]([CH2:32][CH3:33])[CH2:30][CH3:31])=[CH:4][CH:3]=1. (2) Given the reactants O=P(Cl)(Cl)Cl.[Br:6][C:7]1[CH:8]=[C:9]([C:19]([O:21][CH3:22])=[O:20])[C:10]2[CH:11]=[CH:12][N:13]([CH:16]([CH3:18])[CH3:17])[C:14]=2[CH:15]=1.[OH-].[Na+].CN([CH:28]=[O:29])C, predict the reaction product. The product is: [Br:6][C:7]1[CH:8]=[C:9]([C:19]([O:21][CH3:22])=[O:20])[C:10]2[C:11]([CH:28]=[O:29])=[CH:12][N:13]([CH:16]([CH3:18])[CH3:17])[C:14]=2[CH:15]=1. (3) Given the reactants [Cl-].O[NH3+:3].[C:4](=[O:7])([O-])[OH:5].[Na+].CS(C)=O.[Si]([O:20][CH:21]([CH:58]([F:60])[F:59])[CH2:22][O:23][C@H:24]1[CH2:29][CH2:28][C@H:27]([N:30]2[C:35](=[O:36])[C:34]([CH2:37][C:38]3[CH:43]=[CH:42][C:41]([C:44]4[C:45]([C:50]#[N:51])=[CH:46][CH:47]=[CH:48][CH:49]=4)=[CH:40][CH:39]=3)=[C:33]([CH2:52][CH2:53][CH3:54])[N:32]3[N:55]=[CH:56][N:57]=[C:31]23)[CH2:26][CH2:25]1)(C(C)(C)C)(C)C, predict the reaction product. The product is: [F:60][CH:58]([F:59])[CH:21]([OH:20])[CH2:22][O:23][C@H:24]1[CH2:25][CH2:26][C@H:27]([N:30]2[C:35](=[O:36])[C:34]([CH2:37][C:38]3[CH:43]=[CH:42][C:41]([C:44]4[CH:49]=[CH:48][CH:47]=[CH:46][C:45]=4[C:50]4[NH:51][C:4](=[O:7])[O:5][N:3]=4)=[CH:40][CH:39]=3)=[C:33]([CH2:52][CH2:53][CH3:54])[N:32]3[N:55]=[CH:56][N:57]=[C:31]23)[CH2:28][CH2:29]1. (4) Given the reactants [C:1]([NH:5][S:6]([C:9]1[CH:14]=[CH:13][CH:12]=[C:11]([C:15]2[N:23]3[C:18]([CH:19]=[N:20][C:21](O)=[N:22]3)=[CH:17][CH:16]=2)[CH:10]=1)(=[O:8])=[O:7])([CH3:4])([CH3:3])[CH3:2].[C:25]([O:29][C:30]([N:32]1[CH2:37][CH2:36][CH:35]([C:38]2[CH:43]=[CH:42][C:41]([NH2:44])=[CH:40][CH:39]=2)[CH2:34][CH2:33]1)=[O:31])([CH3:28])([CH3:27])[CH3:26], predict the reaction product. The product is: [C:25]([O:29][C:30]([N:32]1[CH2:37][CH2:36][CH:35]([C:38]2[CH:43]=[CH:42][C:41]([NH:44][C:21]3[N:20]=[CH:19][C:18]4=[CH:17][CH:16]=[C:15]([C:11]5[CH:12]=[CH:13][CH:14]=[C:9]([S:6](=[O:7])(=[O:8])[NH:5][C:1]([CH3:2])([CH3:4])[CH3:3])[CH:10]=5)[N:23]4[N:22]=3)=[CH:40][CH:39]=2)[CH2:34][CH2:33]1)=[O:31])([CH3:28])([CH3:26])[CH3:27].